Predict the product of the given reaction. From a dataset of Forward reaction prediction with 1.9M reactions from USPTO patents (1976-2016). Given the reactants Cl[C:2]1[CH:7]=[C:6]([CH2:8][Cl:9])[N:5]=[C:4]([C:10]2[CH:15]=[CH:14][CH:13]=[CH:12][N:11]=2)[N:3]=1.[NH:16]1[CH2:21][CH2:20][O:19][CH2:18][CH2:17]1.CCN(C(C)C)C(C)C.[N-]=C=O, predict the reaction product. The product is: [Cl:9][CH2:8][C:6]1[CH:7]=[C:2]([N:16]2[CH2:21][CH2:20][O:19][CH2:18][CH2:17]2)[N:3]=[C:4]([C:10]2[CH:15]=[CH:14][CH:13]=[CH:12][N:11]=2)[N:5]=1.